Dataset: Full USPTO retrosynthesis dataset with 1.9M reactions from patents (1976-2016). Task: Predict the reactants needed to synthesize the given product. (1) Given the product [CH3:1][C:2]1[O:6][C:5]([C:7]2[CH:12]=[CH:11][CH:10]=[CH:9][CH:8]=2)=[N:4][C:3]=1[CH2:13][O:14][C:18]1[CH:23]=[C:22]([C:24]([O:26][CH3:27])=[O:25])[CH:21]=[CH:20][N:19]=1, predict the reactants needed to synthesize it. The reactants are: [CH3:1][C:2]1[O:6][C:5]([C:7]2[CH:12]=[CH:11][CH:10]=[CH:9][CH:8]=2)=[N:4][C:3]=1[CH2:13][OH:14].[H-].[Na+].Cl[C:18]1[CH:23]=[C:22]([C:24]([O:26][CH3:27])=[O:25])[CH:21]=[CH:20][N:19]=1.O. (2) The reactants are: [C:1]1([CH2:7][C@@H:8]([NH2:11])[CH2:9][NH2:10])[CH:6]=[CH:5][CH:4]=[CH:3][CH:2]=1.[C:12](O)(=O)C.C(N)=N. Given the product [CH2:7]([C@@H:8]1[CH2:9][NH:10][CH:12]=[N:11]1)[C:1]1[CH:6]=[CH:5][CH:4]=[CH:3][CH:2]=1, predict the reactants needed to synthesize it. (3) Given the product [Cl:1][C:2]1[C:7]([O:8][CH3:9])=[CH:6][C:5]([O:10][CH3:11])=[C:4]([Cl:12])[C:3]=1[NH:13][C:14]1[C:19]([C:20]2[N:21]=[CH:22][N:23]=[C:24]([NH2:29])[CH:25]=2)=[N:18][CH:17]=[CH:16][N:15]=1, predict the reactants needed to synthesize it. The reactants are: [Cl:1][C:2]1[C:7]([O:8][CH3:9])=[CH:6][C:5]([O:10][CH3:11])=[C:4]([Cl:12])[C:3]=1[NH:13][C:14]1[C:19]([C:20]2[CH:25]=[C:24](S(C)=O)[N:23]=[CH:22][N:21]=2)=[N:18][CH:17]=[CH:16][N:15]=1.[NH3:29].CC(O)C. (4) Given the product [CH3:30][O:31][N:32]([CH3:33])[C:26]([C:23]1[CH:22]=[CH:21][C:20]([CH2:19][CH2:18][CH2:17][CH3:16])=[CH:25][N:24]=1)=[O:28], predict the reactants needed to synthesize it. The reactants are: CN1CCOCC1.C(OC(Cl)=O)C(C)C.[CH3:16][CH2:17][CH2:18][CH2:19][C:20]1[CH:21]=[CH:22][C:23]([C:26]([OH:28])=O)=[N:24][CH:25]=1.Cl.[CH3:30][O:31][NH:32][CH3:33]. (5) Given the product [CH3:9][O:8][C:3]1[CH:4]=[CH:5][CH:6]=[CH:7][C:2]=1[C:15](=[O:21])[C:16]([O:18][CH2:19][CH3:20])=[O:17], predict the reactants needed to synthesize it. The reactants are: Br[C:2]1[CH:7]=[CH:6][CH:5]=[CH:4][C:3]=1[O:8][CH3:9].C([Li])CCC.[C:15](OCC)(=[O:21])[C:16]([O:18][CH2:19][CH3:20])=[O:17].[NH4+].[Cl-]. (6) The reactants are: [CH2:1]([O:10][CH2:11][CH2:12][CH2:13][C:14]([OH:16])=O)[CH2:2][CH2:3][CH2:4][CH2:5][CH2:6][CH2:7][CH2:8][CH3:9].CN(C)[CH:19]=[O:20].[C:22](Cl)(=O)[C:23](Cl)=[O:24]. Given the product [CH2:1]([O:10][CH2:11][CH2:12][CH2:13][C:14](=[O:16])[CH2:22][C:23]([O:20][CH3:19])=[O:24])[CH2:2][CH2:3][CH2:4][CH2:5][CH2:6][CH2:7][CH2:8][CH3:9], predict the reactants needed to synthesize it. (7) Given the product [Cl:1][C:2]1[CH:3]=[CH:4][C:5]([CH2:8][O:9][C:10]2[CH:15]=[CH:14][N:13]([C:18]3[CH:23]=[N:22][C:21]([N:24]4[CH2:28][CH2:27][CH:26]([N:29]([CH2:30][CH3:31])[CH3:33])[CH2:25]4)=[CH:20][CH:19]=3)[C:12](=[O:16])[CH:11]=2)=[N:6][CH:7]=1, predict the reactants needed to synthesize it. The reactants are: [Cl:1][C:2]1[CH:3]=[CH:4][C:5]([CH2:8][O:9][C:10]2[CH:15]=[CH:14][NH:13][C:12](=[O:16])[CH:11]=2)=[N:6][CH:7]=1.Br[C:18]1[CH:19]=[CH:20][C:21]([N:24]2[CH2:28][CH2:27][CH:26]([N:29]([CH3:33])[CH:30](C)[CH3:31])[CH2:25]2)=[N:22][CH:23]=1.[C@@H]1(N)CCCC[C@H]1N.[Na+].[I-].C([O-])([O-])=O.[K+].[K+]. (8) Given the product [O:24]=[C:23]1[C:22]2[C:17](=[CH:18][CH:19]=[CH:20][CH:21]=2)[NH:16][CH:15]=[C:14]1[C:12]([NH:11][C:10]1[CH:9]=[C:8]2[C:4](=[CH:5][CH:6]=[N:7]2)[CH2:3][C:2]=1[C:25]1[CH:30]=[CH:29][CH:28]=[CH:27][CH:26]=1)=[O:13], predict the reactants needed to synthesize it. The reactants are: Br[C:2]1[CH:3]=[C:4]2[C:8](=[CH:9][C:10]=1[NH:11][C:12]([C:14]1[C:23](=[O:24])[C:22]3[C:17](=[CH:18][CH:19]=[CH:20][CH:21]=3)[NH:16][CH:15]=1)=[O:13])[NH:7][CH:6]=[CH:5]2.[C:25]1(B(O)O)[CH:30]=[CH:29][CH:28]=[CH:27][CH:26]=1.C([O-])([O-])=O.[K+].[K+]. (9) Given the product [C:28]([N:22]1[CH2:27][CH2:26][N:25]([CH2:2][C:3]([NH:5][C:6]2[CH:19]=[CH:18][C:17]3[NH:16][C:15](=[O:20])[C:14]4[C:9]5=[C:10]([CH2:21][C:7]=2[C:8]=35)[CH:11]=[CH:12][CH:13]=4)=[O:4])[CH2:24][CH2:23]1)(=[O:30])[CH3:29], predict the reactants needed to synthesize it. The reactants are: Cl[CH2:2][C:3]([NH:5][C:6]1[CH:19]=[CH:18][C:17]2[NH:16][C:15](=[O:20])[C:14]3[C:9]4=[C:10]([CH2:21][C:7]=1[C:8]=24)[CH:11]=[CH:12][CH:13]=3)=[O:4].[N:22]1([C:28](=[O:30])[CH3:29])[CH2:27][CH2:26][NH:25][CH2:24][CH2:23]1. (10) Given the product [CH3:21][O:20][C:13]1[CH:12]=[C:11]([CH:16]=[CH:15][C:14]=1[N+:17]([O-:19])=[O:18])[O:6][CH2:5][CH2:4][CH2:3][N:2]([CH3:7])[CH3:1], predict the reactants needed to synthesize it. The reactants are: [CH3:1][N:2]([CH3:7])[CH2:3][CH2:4][CH2:5][OH:6].[OH-].[K+].F[C:11]1[CH:16]=[CH:15][C:14]([N+:17]([O-:19])=[O:18])=[C:13]([O:20][CH3:21])[CH:12]=1.